This data is from NCI-60 drug combinations with 297,098 pairs across 59 cell lines. The task is: Regression. Given two drug SMILES strings and cell line genomic features, predict the synergy score measuring deviation from expected non-interaction effect. (1) Drug 1: CC1=C(C(=CC=C1)Cl)NC(=O)C2=CN=C(S2)NC3=CC(=NC(=N3)C)N4CCN(CC4)CCO. Drug 2: CC12CCC3C(C1CCC2OP(=O)(O)O)CCC4=C3C=CC(=C4)OC(=O)N(CCCl)CCCl.[Na+]. Cell line: SK-MEL-5. Synergy scores: CSS=0.228, Synergy_ZIP=3.21, Synergy_Bliss=7.48, Synergy_Loewe=4.47, Synergy_HSA=4.27. (2) Drug 1: CC1=C2C(C(=O)C3(C(CC4C(C3C(C(C2(C)C)(CC1OC(=O)C(C(C5=CC=CC=C5)NC(=O)OC(C)(C)C)O)O)OC(=O)C6=CC=CC=C6)(CO4)OC(=O)C)O)C)O. Drug 2: CN(C(=O)NC(C=O)C(C(C(CO)O)O)O)N=O. Cell line: MCF7. Synergy scores: CSS=10.6, Synergy_ZIP=-4.22, Synergy_Bliss=-4.58, Synergy_Loewe=-95.1, Synergy_HSA=-4.18.